From a dataset of Reaction yield outcomes from USPTO patents with 853,638 reactions. Predict the reaction yield, written as a fraction of the theoretical maximum amount of product (1.0 means a 100% yield; for example, 0.34 means a 34% yield). (1) The reactants are [CH2:1]([O:3][CH:4]([O:13][CH2:14][CH3:15])[C:5]1[CH:6]=[CH:7][C:8]([C:11]#[CH:12])=[N:9][CH:10]=1)[CH3:2].[C:16]([O:22][CH2:23][N:24]=[N+:25]=[N-:26])(=[O:21])[C:17]([CH3:20])([CH3:19])[CH3:18].O.O=C1O[C@H]([C@H](CO)O)C([O-])=C1O.[Na+]. The catalyst is C(O)(C)(C)C.O.O.O.O.O.S([O-])([O-])(=O)=O.[Cu+2]. The product is [C:16]([O:22][CH2:23][N:24]1[CH:12]=[C:11]([C:8]2[CH:7]=[CH:6][C:5]([CH:4]([O:3][CH2:1][CH3:2])[O:13][CH2:14][CH3:15])=[CH:10][N:9]=2)[N:26]=[N:25]1)(=[O:21])[C:17]([CH3:20])([CH3:19])[CH3:18]. The yield is 0.910. (2) The reactants are [C:1]1([CH2:7][O:8][C:9]2[NH:13][C:12](=[O:14])[O:11][N:10]=2)[CH:6]=[CH:5][CH:4]=[CH:3][CH:2]=1.IC.N12CCCN=C1CCCC[CH2:18]2. The catalyst is C(#N)C. The product is [CH3:18][N:13]1[C:12](=[O:14])[O:11][N:10]=[C:9]1[O:8][CH2:7][C:1]1[CH:2]=[CH:3][CH:4]=[CH:5][CH:6]=1. The yield is 0.375. (3) The reactants are [NH2:1][C:2]1[CH:7]=[C:6]([C:8]([F:11])([F:10])[F:9])[CH:5]=[CH:4][C:3]=1[OH:12].[Br:13][C:14]1[CH:19]=[CH:18][C:17]([N:20]=[C:21]=S)=[CH:16][CH:15]=1.Cl.CN(C)CCCN=C=NCC. The catalyst is C(O)C. The product is [Br:13][C:14]1[CH:19]=[CH:18][C:17]([NH:20][C:21]2[O:12][C:3]3[CH:4]=[CH:5][C:6]([C:8]([F:9])([F:10])[F:11])=[CH:7][C:2]=3[N:1]=2)=[CH:16][CH:15]=1. The yield is 0.620. (4) The yield is 0.900. The reactants are [NH2:1][C:2]1[CH:7]=[C:6]([N+:8]([O-:10])=[O:9])[CH:5]=[CH:4][C:3]=1[OH:11].C(=O)([O-])[O-].[K+].[K+].Br[C:19](C)([CH3:23])[C:20](Br)=[O:21]. The catalyst is C(#N)C. The product is [CH3:23][CH:19]1[O:11][C:3]2[CH:4]=[CH:5][C:6]([N+:8]([O-:10])=[O:9])=[CH:7][C:2]=2[NH:1][C:20]1=[O:21]. (5) The reactants are [C:1]([N:4]1[C:13]2[C:8](=[C:9]([O:32][C:33]3[CH:38]=[CH:37][CH:36]=[CH:35][C:34]=3[F:39])[C:10]([C:14]3[CH:15]=[N:16][N:17]([CH:19]4[CH2:24][CH2:23][N:22](C(OC(C)(C)C)=O)[CH2:21][CH2:20]4)[CH:18]=3)=[CH:11][CH:12]=2)[CH2:7][CH2:6][C@@H:5]1[CH3:40])(=[O:3])[CH3:2].FC(F)(F)C(O)=O.C(=O)([O-])[O-].[K+].[K+]. The catalyst is ClCCl. The product is [F:39][C:34]1[CH:35]=[CH:36][CH:37]=[CH:38][C:33]=1[O:32][C:9]1[C:10]([C:14]2[CH:15]=[N:16][N:17]([CH:19]3[CH2:24][CH2:23][NH:22][CH2:21][CH2:20]3)[CH:18]=2)=[CH:11][CH:12]=[C:13]2[C:8]=1[CH2:7][CH2:6][C@H:5]([CH3:40])[N:4]2[C:1](=[O:3])[CH3:2]. The yield is 0.470. (6) The reactants are [Cl:1][C:2]1[CH:7]=[C:6]([Cl:8])[CH:5]=[CH:4][C:3]=1[C:9]1[N:10]([C:28]2[CH:33]=[CH:32][C:31]([OH:34])=[CH:30][CH:29]=2)[C:11]([CH3:27])=[C:12]([C:14]([NH:16][C:17]2[CH:18]=[N:19][C:20]([C:23]([F:26])([F:25])[F:24])=[CH:21][CH:22]=2)=[O:15])[N:13]=1.[F:35][C:36]([F:44])([F:43])[CH2:37][CH2:38][S:39](Cl)(=[O:41])=[O:40]. The catalyst is C(Cl)Cl. The product is [F:35][C:36]([F:44])([F:43])[CH2:37][CH2:38][S:39]([O:34][C:31]1[CH:30]=[CH:29][C:28]([N:10]2[C:11]([CH3:27])=[C:12]([C:14]([NH:16][C:17]3[CH:18]=[N:19][C:20]([C:23]([F:24])([F:25])[F:26])=[CH:21][CH:22]=3)=[O:15])[N:13]=[C:9]2[C:3]2[CH:4]=[CH:5][C:6]([Cl:8])=[CH:7][C:2]=2[Cl:1])=[CH:33][CH:32]=1)(=[O:41])=[O:40]. The yield is 0.520. (7) The reactants are [C:1]([C:3]1[CH:4]=[C:5]([N:9]([CH3:15])[C@H:10]([C:12]([OH:14])=[O:13])[CH3:11])[CH:6]=[CH:7][CH:8]=1)#[N:2].C(O)C.C(=O)([O-])[O-].[NH4+:23].[NH4+].[ClH:25].O1CCOCC1. No catalyst specified. The product is [ClH:25].[NH2:2][C:1](=[NH:23])[C:3]1[CH:4]=[C:5]([N:9]([CH3:15])[C@H:10]([C:12]([OH:14])=[O:13])[CH3:11])[CH:6]=[CH:7][CH:8]=1. The yield is 0.360. (8) The reactants are [H-].[Al+3].[Li+].[H-].[H-].[H-].CON(C)[C:10]([CH:12]1[CH2:14][CH:13]1[CH2:15][C:16]1[CH:17]=[C:18]2[C:22](=[CH:23][CH:24]=1)[NH:21][CH:20]=[C:19]2[C:25]#[N:26])=[O:11]. The catalyst is O1CCCC1. The product is [CH:10]([CH:12]1[CH2:14][CH:13]1[CH2:15][C:16]1[CH:17]=[C:18]2[C:22](=[CH:23][CH:24]=1)[NH:21][CH:20]=[C:19]2[C:25]#[N:26])=[O:11]. The yield is 0.570.